This data is from Forward reaction prediction with 1.9M reactions from USPTO patents (1976-2016). The task is: Predict the product of the given reaction. (1) Given the reactants [F:1][C:2]1[CH:3]=[C:4]([C:9]2[N:14]=[C:13]3[C:15]([CH2:18][NH:19][C:20](=[O:23])[O:21][CH3:22])=[CH:16][O:17][C:12]3=[CH:11][CH:10]=2)[CH:5]=[C:6]([F:8])[CH:7]=1.FC1C=C(C2N=C3C(CC(O)=O)=COC3=CC=2)C=C(F)C=1.C(Cl)(=O)C(Cl)=O.[N-]=[N+]=[N-].[Na+].B(Cl)(Cl)Cl, predict the reaction product. The product is: [NH4+:14].[OH-:17].[F:1][C:2]1[CH:3]=[C:4]([C:9]2[N:14]=[C:13]3[C:15]([CH2:18][NH:19][C:20](=[O:23])[O:21][CH3:22])=[CH:16][O:17][C:12]3=[CH:11][CH:10]=2)[CH:5]=[C:6]([F:8])[CH:7]=1. (2) The product is: [CH2:1]([C:3]1[CH:8]=[C:7]([C:9]2[N:13]=[C:12]([C:14]3[CH:19]=[C:18]([CH2:20][CH:21]([CH3:23])[CH3:22])[CH:17]=[C:16]([CH3:24])[N:15]=3)[O:11][N:10]=2)[CH:6]=[C:5]([CH3:25])[C:4]=1[O:26][CH2:30][C@@H:28]1[CH2:27][O:29]1)[CH3:2]. Given the reactants [CH2:1]([C:3]1[CH:8]=[C:7]([C:9]2[N:13]=[C:12]([C:14]3[CH:19]=[C:18]([CH2:20][CH:21]([CH3:23])[CH3:22])[CH:17]=[C:16]([CH3:24])[N:15]=3)[O:11][N:10]=2)[CH:6]=[C:5]([CH3:25])[C:4]=1[OH:26])[CH3:2].[CH2:27]1[O:29][C@@H:28]1[CH2:30]O.C1(P(C2C=CC=CC=2)C2C=CC=CC=2)C=CC=CC=1.CCOC(/N=N/C(OCC)=O)=O, predict the reaction product. (3) Given the reactants C[Si]([C:5]#[CH:6])(C)C.C([Li])CCC.[Cl:12][C:13]1[CH:18]=[C:17]([F:19])[C:16]([C:20]2[C:29]3[C:24](=[CH:25][C:26]([N:30]4[CH2:35][CH2:34][O:33][CH2:32][CH2:31]4)=[CH:27][CH:28]=3)[N:23]=[CH:22][N:21]=2)=[CH:15][C:14]=1[C:36]([C:38]1[N:39]=[N:40][C:41]([O:44][CH3:45])=[CH:42][CH:43]=1)=[O:37].O.O.O.[F-].C([N+](CCCC)(CCCC)CCCC)CCC, predict the reaction product. The product is: [Cl:12][C:13]1[CH:18]=[C:17]([F:19])[C:16]([C:20]2[C:29]3[C:24](=[CH:25][C:26]([N:30]4[CH2:35][CH2:34][O:33][CH2:32][CH2:31]4)=[CH:27][CH:28]=3)[N:23]=[CH:22][N:21]=2)=[CH:15][C:14]=1[C:36]([C:38]1[N:39]=[N:40][C:41]([O:44][CH3:45])=[CH:42][CH:43]=1)([OH:37])[C:5]#[CH:6]. (4) The product is: [Cl:1][C:2]1[CH:3]=[C:4]([C:9]2[N:10]=[C:11]([CH2:22][CH:23]([C:27]3[CH:28]=[C:29]([CH3:33])[CH:30]=[CH:31][CH:32]=3)[C:24]([OH:26])=[O:25])[NH:12][C:13]=2[C:14]2[CH:19]=[CH:18][C:17]([O:20][CH3:21])=[CH:16][CH:15]=2)[CH:5]=[CH:6][C:7]=1[Cl:8]. Given the reactants [Cl:1][C:2]1[CH:3]=[C:4]([C:9]2[N:10]=[C:11](/[CH:22]=[C:23](\[C:27]3[CH:28]=[C:29]([CH3:33])[CH:30]=[CH:31][CH:32]=3)/[C:24]([OH:26])=[O:25])[NH:12][C:13]=2[C:14]2[CH:19]=[CH:18][C:17]([O:20][CH3:21])=[CH:16][CH:15]=2)[CH:5]=[CH:6][C:7]=1[Cl:8].CC([O-])=O.[Na+], predict the reaction product.